From a dataset of NCI-60 drug combinations with 297,098 pairs across 59 cell lines. Regression. Given two drug SMILES strings and cell line genomic features, predict the synergy score measuring deviation from expected non-interaction effect. (1) Drug 1: CN(C)C1=NC(=NC(=N1)N(C)C)N(C)C. Drug 2: CCN(CC)CCCC(C)NC1=C2C=C(C=CC2=NC3=C1C=CC(=C3)Cl)OC. Cell line: OVCAR-8. Synergy scores: CSS=37.0, Synergy_ZIP=9.19, Synergy_Bliss=10.1, Synergy_Loewe=-48.2, Synergy_HSA=5.39. (2) Drug 1: C1=NC2=C(N=C(N=C2N1C3C(C(C(O3)CO)O)F)Cl)N. Drug 2: CC12CCC3C(C1CCC2OP(=O)(O)O)CCC4=C3C=CC(=C4)OC(=O)N(CCCl)CCCl.[Na+]. Cell line: IGROV1. Synergy scores: CSS=-0.211, Synergy_ZIP=-2.27, Synergy_Bliss=-4.08, Synergy_Loewe=-9.23, Synergy_HSA=-9.26.